From a dataset of Forward reaction prediction with 1.9M reactions from USPTO patents (1976-2016). Predict the product of the given reaction. Given the reactants O[CH2:2][C:3]1[CH:8]=[CH:7][C:6]([C:9]([F:12])([F:11])[F:10])=[CH:5][C:4]=1[OH:13].[BrH:14].[C:15]1([P:21]([C:28]2[CH:33]=[CH:32][CH:31]=[CH:30][CH:29]=2)[C:22]2[CH:27]=[CH:26][CH:25]=[CH:24][CH:23]=2)[CH:20]=[CH:19][CH:18]=[CH:17][CH:16]=1, predict the reaction product. The product is: [Br-:14].[OH:13][C:4]1[CH:5]=[C:6]([C:9]([F:12])([F:11])[F:10])[CH:7]=[CH:8][C:3]=1[CH2:2][P+:21]([C:22]1[CH:23]=[CH:24][CH:25]=[CH:26][CH:27]=1)([C:28]1[CH:33]=[CH:32][CH:31]=[CH:30][CH:29]=1)[C:15]1[CH:16]=[CH:17][CH:18]=[CH:19][CH:20]=1.